Dataset: Full USPTO retrosynthesis dataset with 1.9M reactions from patents (1976-2016). Task: Predict the reactants needed to synthesize the given product. (1) Given the product [ClH:45].[CH2:26]([O:25][C:23](=[O:24])[C:22]([N:21]([CH2:20][C:19]1[CH:18]=[CH:17][C:16]([C:14]([NH:13][CH2:1][CH2:2][CH2:3][CH2:4][CH2:5][CH2:6][CH2:7][CH2:8][CH2:9][CH2:10][CH2:11][CH3:12])=[O:15])=[CH:44][CH:43]=1)[CH2:29][CH:30]1[CH2:31][CH2:32][NH:33][CH2:34][CH2:35]1)=[O:28])[CH3:27], predict the reactants needed to synthesize it. The reactants are: [CH2:1]([NH:13][C:14]([C:16]1[CH:44]=[CH:43][C:19]([CH2:20][N:21]([CH2:29][CH:30]2[CH2:35][CH2:34][N:33](C(OC(C)(C)C)=O)[CH2:32][CH2:31]2)[C:22](=[O:28])[C:23]([O:25][CH2:26][CH3:27])=[O:24])=[CH:18][CH:17]=1)=[O:15])[CH2:2][CH2:3][CH2:4][CH2:5][CH2:6][CH2:7][CH2:8][CH2:9][CH2:10][CH2:11][CH3:12].[ClH:45]. (2) Given the product [ClH:7].[CH:21]1([C:19](=[O:20])[CH:18]([N:15]2[CH2:16][CH2:17][CH:12]([SH:11])/[C:13](=[CH:31]/[C:32]3[N:33]=[N:34][N:35]([CH2:37][C:38]([O:40][CH3:41])=[O:39])[N:36]=3)/[CH2:14]2)[C:24]2[CH:29]=[CH:28][CH:27]=[CH:26][C:25]=2[F:30])[CH2:23][CH2:22]1, predict the reactants needed to synthesize it. The reactants are: C(=O)([O-])[O-].[K+].[K+].[ClH:7].C([S:11][CH:12]1[CH2:17][CH2:16][N:15]([CH:18]([C:24]2[CH:29]=[CH:28][CH:27]=[CH:26][C:25]=2[F:30])[C:19]([CH:21]2[CH2:23][CH2:22]2)=[O:20])[CH2:14]/[C:13]/1=[CH:31]\[C:32]1[N:33]=[N:34][N:35]([CH2:37][C:38]([O:40][CH3:41])=[O:39])[N:36]=1)(=O)C.C(#N)C. (3) Given the product [OH:2][C:3]1[CH:4]=[C:5]2[C:10](=[CH:11][CH:12]=1)[C:9]([C:13]([C:15]1[CH:16]=[CH:17][C:18]([O:21][CH2:22][CH2:23][N:24]3[CH2:25][CH2:26][CH2:27][CH2:28][CH2:29]3)=[CH:19][CH:20]=1)=[O:14])=[C:8]([C:30]1[CH:35]=[CH:34][C:33]([F:36])=[C:32]([F:37])[C:31]=1[F:38])[CH:7]=[CH:6]2, predict the reactants needed to synthesize it. The reactants are: C[O:2][C:3]1[CH:4]=[C:5]2[C:10](=[CH:11][CH:12]=1)[C:9]([C:13]([C:15]1[CH:20]=[CH:19][C:18]([O:21][CH2:22][CH2:23][N:24]3[CH2:29][CH2:28][CH2:27][CH2:26][CH2:25]3)=[CH:17][CH:16]=1)=[O:14])=[C:8]([C:30]1[CH:35]=[CH:34][C:33]([F:36])=[C:32]([F:37])[C:31]=1[F:38])[CH:7]=[CH:6]2.B(Br)(Br)Br.C(=O)(O)[O-].[Na+].C(Cl)(Cl)Cl.C(O)(C)C. (4) Given the product [N+:27]([C:20]1[CH:19]=[C:18]2[C:23](=[CH:22][CH:21]=1)[CH:14]([C:24]([OH:26])=[O:25])[NH:15][CH2:16][CH2:17]2)([O-:29])=[O:28], predict the reactants needed to synthesize it. The reactants are: C1C2C(=CC=CC=2)CC(C(O)=O)N1.[CH:14]1([C:24]([OH:26])=[O:25])[C:23]2[C:18](=[CH:19][CH:20]=[CH:21][CH:22]=2)[CH2:17][CH2:16][NH:15]1.[N+:27]([O-])([O-:29])=[O:28].[K+]. (5) Given the product [CH3:1][O:2][C:3](=[O:38])[C@@H:4]([NH:14][C:15]([C:17]1[C:18]([CH3:37])=[N:19][C:20]([NH:24][CH2:25][CH2:26][CH2:27][C:28]2[CH:33]=[C:32]([O:34][CH3:35])[CH:31]=[CH:30][C:29]=2[Cl:36])=[N:21][C:22]=1[CH3:23])=[O:16])[CH2:5][NH:6][C:7]([C:9]1[S:10][CH:11]=[CH:12][CH:13]=1)=[O:8], predict the reactants needed to synthesize it. The reactants are: [CH3:1][O:2][C:3](=[O:38])[C@@H:4]([NH:14][C:15]([C:17]1[C:18]([CH3:37])=[N:19][C:20]([NH:24][CH2:25][C:26]#[C:27][C:28]2[CH:33]=[C:32]([O:34][CH3:35])[CH:31]=[CH:30][C:29]=2[Cl:36])=[N:21][C:22]=1[CH3:23])=[O:16])[CH2:5][NH:6][C:7]([C:9]1[S:10][CH:11]=[CH:12][CH:13]=1)=[O:8]. (6) Given the product [OH:18][CH2:19][C:20]1[C:28]2[O:27][N:26]=[C:25]([CH2:29][CH2:30][CH:31]3[CH2:36][CH2:35][N:34]([C:37]([O:39][C:40]([CH3:41])([CH3:42])[CH3:43])=[O:38])[CH2:33][CH2:32]3)[C:24]=2[CH:23]=[CH:22][C:21]=1[O:44][CH2:45][CH2:46][CH3:47], predict the reactants needed to synthesize it. The reactants are: [Si]([O:18][CH2:19][C:20]1[C:28]2[O:27][N:26]=[C:25]([CH2:29][CH2:30][CH:31]3[CH2:36][CH2:35][N:34]([C:37]([O:39][C:40]([CH3:43])([CH3:42])[CH3:41])=[O:38])[CH2:33][CH2:32]3)[C:24]=2[CH:23]=[CH:22][C:21]=1[O:44][CH2:45][CH2:46][CH3:47])(C(C)(C)C)(C1C=CC=CC=1)C1C=CC=CC=1.[F-].C([N+](CCCC)(CCCC)CCCC)CCC. (7) The reactants are: C(OC(=O)[NH:7][CH2:8][C:9](=[O:38])[NH:10][CH2:11][C:12]1[CH:17]=[CH:16][C:15]([CH2:18][N:19]2[CH2:23][C:22](=[O:24])[N:21](CC3C=CC(OC)=CC=3OC)[S:20]2(=[O:37])=[O:36])=[CH:14][CH:13]=1)(C)(C)C.C(O)(C(F)(F)F)=O. Given the product [NH2:7][CH2:8][C:9]([NH:10][CH2:11][C:12]1[CH:17]=[CH:16][C:15]([CH2:18][N:19]2[CH2:23][C:22](=[O:24])[NH:21][S:20]2(=[O:36])=[O:37])=[CH:14][CH:13]=1)=[O:38], predict the reactants needed to synthesize it. (8) Given the product [CH3:1][C:2]1[CH:7]=[CH:6][CH:5]=[C:4]([NH2:8])[C:3]=1[NH:11][C:12]1[CH:17]=[C:16]([N:18]2[CH2:23][CH2:22][O:21][CH2:20][CH2:19]2)[N:15]=[C:14]([S:24][CH3:25])[N:13]=1, predict the reactants needed to synthesize it. The reactants are: [CH3:1][C:2]1[CH:7]=[CH:6][CH:5]=[C:4]([N+:8]([O-])=O)[C:3]=1[NH:11][C:12]1[CH:17]=[C:16]([N:18]2[CH2:23][CH2:22][O:21][CH2:20][CH2:19]2)[N:15]=[C:14]([S:24][CH3:25])[N:13]=1.O.NN. (9) Given the product [F:28][C:27]([F:29])([F:30])[C:25]1[CH:26]=[C:21]([CH2:20][CH:19]([NH:35][C:2]2[C:7]([C:8]([O:10][CH2:11][CH3:12])=[O:9])=[CH:6][N:5]=[C:4]([S:13][CH3:14])[N:3]=2)[C:18]([O:17][CH3:16])=[O:36])[CH:22]=[C:23]([C:31]([F:34])([F:32])[F:33])[CH:24]=1, predict the reactants needed to synthesize it. The reactants are: Cl[C:2]1[C:7]([C:8]([O:10][CH2:11][CH3:12])=[O:9])=[CH:6][N:5]=[C:4]([S:13][CH3:14])[N:3]=1.Cl.[CH3:16][O:17][C:18](=[O:36])[CH:19]([NH2:35])[CH2:20][C:21]1[CH:26]=[C:25]([C:27]([F:30])([F:29])[F:28])[CH:24]=[C:23]([C:31]([F:34])([F:33])[F:32])[CH:22]=1.C(N(CC)CC)C.O. (10) The reactants are: [F:1][C:2]1[CH:36]=[C:35]([NH:37][C:38]([NH:40][CH:41]([CH3:43])[CH3:42])=[O:39])[CH:34]=[CH:33][C:3]=1[O:4][C:5]1[CH:10]=[CH:9][N:8]=[C:7]2[CH:11]=[C:12]([C:14]3[N:15]([CH3:32])[C:16]([CH2:19][N:20]([CH2:28][CH2:29][O:30][CH3:31])C(=O)OC(C)(C)C)=[CH:17][N:18]=3)[S:13][C:6]=12.C(O)(C(F)(F)F)=O. Given the product [F:1][C:2]1[CH:36]=[C:35]([NH:37][C:38]([NH:40][CH:41]([CH3:43])[CH3:42])=[O:39])[CH:34]=[CH:33][C:3]=1[O:4][C:5]1[CH:10]=[CH:9][N:8]=[C:7]2[CH:11]=[C:12]([C:14]3[N:15]([CH3:32])[C:16]([CH2:19][NH:20][CH2:28][CH2:29][O:30][CH3:31])=[CH:17][N:18]=3)[S:13][C:6]=12, predict the reactants needed to synthesize it.